Task: Predict the product of the given reaction.. Dataset: Forward reaction prediction with 1.9M reactions from USPTO patents (1976-2016) (1) Given the reactants [Br:1][C:2]1[CH:3]=[CH:4][C:5]2[O:9][C:8]([C:10](=[O:12])[NH2:11])=[C:7]([NH:13][C:14]([CH:16]3[CH2:19]N(C(OC(C)(C)C)=O)C3)=[O:15])[C:6]=2[CH:27]=1.[C:28]([O:32][C:33]([NH:35][CH2:36][C:37]1[S:38]C=C(C(O)=O)[N:41]=1)=[O:34])([CH3:31])([CH3:30])[CH3:29].C(N1CC(C(O)=O)C1)(OC(C)(C)C)=O, predict the reaction product. The product is: [Br:1][C:2]1[CH:3]=[CH:4][C:5]2[O:9][C:8]([C:10](=[O:12])[NH2:11])=[C:7]([NH:13][C:14]([C:16]3[N:41]=[C:37]([CH2:36][NH:35][C:33](=[O:34])[O:32][C:28]([CH3:30])([CH3:29])[CH3:31])[S:38][CH:19]=3)=[O:15])[C:6]=2[CH:27]=1. (2) The product is: [Br:44][C:40]1[CH:39]=[C:38]([CH2:37][CH2:36][NH:8][C@H:9]([C:11]2[CH:16]=[CH:15][CH:14]=[C:13]([CH2:17][O:18][C:19]3[C:28]4[C:23](=[CH:24][CH:25]=[CH:26][CH:27]=4)[C:22]4=[N:29][NH:30][CH:31]([C:32]([F:33])([F:34])[F:35])[N:21]4[N:20]=3)[N:12]=2)[CH3:10])[CH:43]=[CH:42][CH:41]=1. Given the reactants Cl.C(OC(=O)[N:8]([CH2:36][CH2:37][C:38]1[CH:43]=[CH:42][CH:41]=[C:40]([Br:44])[CH:39]=1)[C@H:9]([C:11]1[CH:16]=[CH:15][CH:14]=[C:13]([CH2:17][O:18][C:19]2[C:28]3[C:23](=[CH:24][CH:25]=[CH:26][CH:27]=3)[C:22]3=[N:29][NH:30][CH:31]([C:32]([F:35])([F:34])[F:33])[N:21]3[N:20]=2)[N:12]=1)[CH3:10])(C)(C)C, predict the reaction product.